Dataset: Reaction yield outcomes from USPTO patents with 853,638 reactions. Task: Predict the reaction yield, written as a fraction of the theoretical maximum amount of product (1.0 means a 100% yield; for example, 0.34 means a 34% yield). (1) The reactants are [CH2:1]([N:8]1[CH2:13][CH2:12][NH:11][C:10]2[N:14]=[CH:15][C:16]([C:18]3[CH:26]=[CH:25][C:21]([C:22](O)=[O:23])=[CH:20][CH:19]=3)=[CH:17][C:9]1=2)[C:2]1[CH:7]=[CH:6][CH:5]=[CH:4][CH:3]=1.[N:27]1([CH:32]2[CH2:37][CH2:36][NH:35][CH2:34][CH2:33]2)[CH2:31][CH2:30][CH2:29][CH2:28]1. No catalyst specified. The product is [CH2:1]([N:8]1[CH2:13][CH2:12][NH:11][C:10]2[N:14]=[CH:15][C:16]([C:18]3[CH:19]=[CH:20][C:21]([C:22]([N:35]4[CH2:36][CH2:37][CH:32]([N:27]5[CH2:31][CH2:30][CH2:29][CH2:28]5)[CH2:33][CH2:34]4)=[O:23])=[CH:25][CH:26]=3)=[CH:17][C:9]1=2)[C:2]1[CH:3]=[CH:4][CH:5]=[CH:6][CH:7]=1. The yield is 0.220. (2) The reactants are Cl[C:2]1[N:7]=[CH:6][C:5]2[N:8]=[CH:9][N:10]([CH:11]3[CH2:15][CH2:14][O:13][CH2:12]3)[C:4]=2[CH:3]=1.[CH3:16][O:17][CH:18]1[CH2:23][CH2:22][N:21]([C:24]2[N:29]=[C:28]([NH2:30])[CH:27]=[CH:26][N:25]=2)[CH2:20][CH2:19]1.CC(C1C=C(C(C)C)C(C2C=CC=CC=2P(C2CCCCC2)C2CCCCC2)=C(C(C)C)C=1)C.C([O-])([O-])=O.[Cs+].[Cs+]. The catalyst is O1CCOCC1.C(Cl)Cl.C1C=CC(/C=C/C(/C=C/C2C=CC=CC=2)=O)=CC=1.C1C=CC(/C=C/C(/C=C/C2C=CC=CC=2)=O)=CC=1.C1C=CC(/C=C/C(/C=C/C2C=CC=CC=2)=O)=CC=1.[Pd].[Pd]. The product is [CH3:16][O:17][CH:18]1[CH2:19][CH2:20][N:21]([C:24]2[N:29]=[C:28]([NH:30][C:2]3[N:7]=[CH:6][C:5]4[N:8]=[CH:9][N:10]([CH:11]5[CH2:15][CH2:14][O:13][CH2:12]5)[C:4]=4[CH:3]=3)[CH:27]=[CH:26][N:25]=2)[CH2:22][CH2:23]1. The yield is 0.380. (3) The reactants are [CH3:1][C:2]1([CH3:18])[CH2:7][C:6]([CH3:9])([OH:8])[CH:5]([OH:10])[CH:4]2[C:11]([CH3:17])([CH3:16])[CH:12]3[CH2:15][C:3]12[CH2:14][CH2:13]3.[CH:19](=O)[CH2:20][CH3:21].[Br-].[Li+].C1(C)C=CC(S(O)(=O)=O)=CC=1.C(=O)(O)[O-].[Na+]. The catalyst is C1COCC1. The yield is 0.420. The product is [CH2:20]([CH:21]1[O:10][CH:5]2[C:6]([CH3:9])([CH2:7][C:2]([CH3:18])([CH3:1])[C:3]34[CH2:15][CH:12]([CH2:13][CH2:14]3)[C:11]([CH3:17])([CH3:16])[CH:4]42)[O:8]1)[CH3:19]. (4) The reactants are [NH2:1][C:2]1[CH:3]=[C:4]([C:21]([Cl:25])=[CH:22][C:23]=1[F:24])[O:5][C:6]1[CH:7]=[CH:8][C:9]2[N:10]([CH:12]=[C:13]([NH:15][C:16]([CH:18]3[CH2:20][CH2:19]3)=[O:17])[N:14]=2)[N:11]=1.[F:26][C:27]([F:38])([F:37])[C:28]1[CH:29]=[C:30]([CH:34]=[CH:35][CH:36]=1)[C:31](O)=[O:32].ON1C2C=CC=CC=2N=N1.Cl.C(N=C=NCCCN(C)C)C. The catalyst is CN(C)C=O. The product is [Cl:25][C:21]1[C:4]([O:5][C:6]2[CH:7]=[CH:8][C:9]3[N:10]([CH:12]=[C:13]([NH:15][C:16]([CH:18]4[CH2:19][CH2:20]4)=[O:17])[N:14]=3)[N:11]=2)=[CH:3][C:2]([NH:1][C:31](=[O:32])[C:30]2[CH:34]=[CH:35][CH:36]=[C:28]([C:27]([F:26])([F:37])[F:38])[CH:29]=2)=[C:23]([F:24])[CH:22]=1. The yield is 0.200. (5) The reactants are Cl.[Cl:2][C:3]1[C:4]([F:28])=[C:5]([CH:25]=[CH:26][CH:27]=1)[NH:6][C:7]1[C:16]2[C:11](=[CH:12][C:13]([O:23][CH3:24])=[C:14]([O:17][C@H:18]3[CH2:22][CH2:21][NH:20][CH2:19]3)[CH:15]=2)[N:10]=[CH:9][N:8]=1.[CH3:29][N:30]([CH3:35])[S:31](Cl)(=[O:33])=[O:32]. The catalyst is C(Cl)Cl.N1C=CC=CC=1.C(N(C(C)C)CC)(C)C. The product is [Cl:2][C:3]1[C:4]([F:28])=[C:5]([CH:25]=[CH:26][CH:27]=1)[NH:6][C:7]1[C:16]2[C:11](=[CH:12][C:13]([O:23][CH3:24])=[C:14]([O:17][C@H:18]3[CH2:22][CH2:21][N:20]([S:31](=[O:33])(=[O:32])[N:30]([CH3:35])[CH3:29])[CH2:19]3)[CH:15]=2)[N:10]=[CH:9][N:8]=1. The yield is 0.530. (6) The reactants are [NH:1]([C:3]1[CH:4]=[C:5]([CH:9]=[CH:10][CH:11]=1)[C:6]([OH:8])=[O:7])[NH2:2].[F:12][C:13]1[CH:20]=[CH:19][C:18]([I:21])=[CH:17][C:14]=1[CH:15]=O.C(=O)([O-])[O-].[Cs+].[Cs+].Cl. The catalyst is CN(C=O)C.O. The product is [F:12][C:13]1[CH:20]=[CH:19][C:18]([I:21])=[CH:17][C:14]=1[CH:15]=[N:2][NH:1][C:3]1[CH:4]=[C:5]([CH:9]=[CH:10][CH:11]=1)[C:6]([OH:8])=[O:7]. The yield is 0.980.